This data is from Reaction yield outcomes from USPTO patents with 853,638 reactions. The task is: Predict the reaction yield, written as a fraction of the theoretical maximum amount of product (1.0 means a 100% yield; for example, 0.34 means a 34% yield). (1) The reactants are C([O:8][C:9]1[C:13]([CH:14]=[O:15])=[CH:12][N:11]([C:16]2[CH:21]=[CH:20][CH:19]=[CH:18][CH:17]=2)[N:10]=1)C1C=CC=CC=1. The catalyst is [Pd].O1CCCC1. The product is [OH:8][C:9]1[C:13]([CH:14]=[O:15])=[CH:12][N:11]([C:16]2[CH:17]=[CH:18][CH:19]=[CH:20][CH:21]=2)[N:10]=1. The yield is 0.760. (2) The reactants are [Cl:1][C:2]1[CH:3]=[C:4]([CH:6]=[CH:7][C:8]=1[F:9])[NH2:5].Br.Br[CH:12]([C:14]1[CH:15]=[C:16]([C:31]([N:33]([CH3:35])[CH3:34])=[O:32])[CH:17]=[C:18]2[C:23]=1[O:22][C:21]([N:24]1[CH2:29][CH2:28][O:27][CH2:26][CH2:25]1)=[CH:20][C:19]2=[O:30])[CH3:13]. No catalyst specified. The product is [Cl:1][C:2]1[CH:3]=[C:4]([NH:5][CH:12]([C:14]2[CH:15]=[C:16]([C:31]([N:33]([CH3:35])[CH3:34])=[O:32])[CH:17]=[C:18]3[C:23]=2[O:22][C:21]([N:24]2[CH2:29][CH2:28][O:27][CH2:26][CH2:25]2)=[CH:20][C:19]3=[O:30])[CH3:13])[CH:6]=[CH:7][C:8]=1[F:9]. The yield is 0.631. (3) The reactants are [Br:1][CH2:2][CH2:3][CH2:4][CH2:5][C:6]([CH3:21])([C:15]1C=CC=CC=1)[CH2:7][O:8][CH:9]1[CH2:14][CH2:13][CH2:12][CH2:11][O:10]1.BrCCCCC(C)(C)CO.O1C=CCCC1. The catalyst is ClCl.O.C1(C)C=CC(S(O)(=O)=O)=CC=1. The product is [Br:1][CH2:2][CH2:3][CH2:4][CH2:5][C:6]([CH3:21])([CH3:15])[CH2:7][O:8][CH:9]1[CH2:14][CH2:13][CH2:12][CH2:11][O:10]1. The yield is 0.830.